Dataset: Catalyst prediction with 721,799 reactions and 888 catalyst types from USPTO. Task: Predict which catalyst facilitates the given reaction. (1) Reactant: C1([CH:7]([C:9]2[CH:14]=[CH:13][C:12]([N:15]3[CH:19]=[C:18]([C:20]([F:23])([F:22])[F:21])[CH:17]=[N:16]3)=[CH:11][C:10]=2[CH3:24])[NH2:8])CCCCC1.F[C:26]1[CH:35]=[CH:34][C:29]([C:30]([O:32][CH3:33])=[O:31])=[CH:28][N:27]=1.C(=O)([O-])[O-].[K+].[K+]. Product: [CH:9]1([N:8]([CH2:7][C:9]2[CH:14]=[CH:13][C:12]([N:15]3[CH:19]=[C:18]([C:20]([F:21])([F:22])[F:23])[CH:17]=[N:16]3)=[CH:11][C:10]=2[CH3:24])[C:26]2[CH:35]=[CH:34][C:29]([C:30]([O:32][CH3:33])=[O:31])=[CH:28][N:27]=2)[CH2:14][CH2:13][CH2:12][CH2:11][CH2:10]1. The catalyst class is: 35. (2) Reactant: [C:1]([O:5][C:6]([NH:8][CH:9]([C:19]([OH:21])=[O:20])[CH2:10][O:11][CH2:12][CH2:13][O:14][CH2:15][CH2:16][O:17][CH3:18])=[O:7])([CH3:4])([CH3:3])[CH3:2]. Product: [C:1]([O:5][C:6]([NH:8][C@H:9]([C:19]([OH:21])=[O:20])[CH2:10][O:11][CH2:12][CH2:13][O:14][CH2:15][CH2:16][O:17][CH3:18])=[O:7])([CH3:4])([CH3:2])[CH3:3]. The catalyst class is: 22. (3) Reactant: C[O:2][C:3]1[CH:8]=[CH:7][C:6]([N:9]2[C:17]3[C:12](=[CH:13][CH:14]=[CH:15][CH:16]=3)[CH:11]=[CH:10]2)=[CH:5][CH:4]=1.B(Br)(Br)Br.O. Product: [OH:2][C:3]1[CH:8]=[CH:7][C:6]([N:9]2[C:17]3[C:12](=[CH:13][CH:14]=[CH:15][CH:16]=3)[CH:11]=[CH:10]2)=[CH:5][CH:4]=1. The catalyst class is: 448. (4) Reactant: [CH2:1]([O:8][C:9]1[CH:14]=[CH:13][C:12]([C:15]2[NH:36][C:18]3=[N:19][CH:20]=[C:21]([N:23]4[CH2:28][CH2:27][N:26](C(OC(C)(C)C)=O)[CH2:25][CH2:24]4)[CH:22]=[C:17]3[N:16]=2)=[CH:11][CH:10]=1)[C:2]1[CH:7]=[CH:6][CH:5]=[CH:4][CH:3]=1.C(Cl)Cl.C(O)(C(F)(F)F)=O. Product: [CH2:1]([O:8][C:9]1[CH:10]=[CH:11][C:12]([C:15]2[NH:36][C:18]3=[N:19][CH:20]=[C:21]([N:23]4[CH2:24][CH2:25][NH:26][CH2:27][CH2:28]4)[CH:22]=[C:17]3[N:16]=2)=[CH:13][CH:14]=1)[C:2]1[CH:3]=[CH:4][CH:5]=[CH:6][CH:7]=1. The catalyst class is: 74. (5) Reactant: [C:1](#[N:3])C.[F:4][C:5]([F:21])([F:20])[C:6]1[CH:11]=[CH:10][CH:9]=[C:8]([F:12])[C:7]=1[C:13]1[CH:18]=[CH:17][N+:16]([O-])=[CH:15][CH:14]=1.C[Si](C#N)(C)C. Product: [F:4][C:5]([F:21])([F:20])[C:6]1[CH:11]=[CH:10][CH:9]=[C:8]([F:12])[C:7]=1[C:13]1[CH:18]=[CH:17][N:16]=[C:15]([C:1]#[N:3])[CH:14]=1. The catalyst class is: 66.